This data is from TCR-epitope binding with 47,182 pairs between 192 epitopes and 23,139 TCRs. The task is: Binary Classification. Given a T-cell receptor sequence (or CDR3 region) and an epitope sequence, predict whether binding occurs between them. (1) The TCR CDR3 sequence is CSVVDYSSYEQYF. The epitope is ILGLPTQTV. Result: 1 (the TCR binds to the epitope). (2) The epitope is FPRPWLHGL. The TCR CDR3 sequence is CASSLERSSEQYF. Result: 1 (the TCR binds to the epitope).